Predict the reaction yield, written as a fraction of the theoretical maximum amount of product (1.0 means a 100% yield; for example, 0.34 means a 34% yield). From a dataset of Reaction yield outcomes from USPTO patents with 853,638 reactions. (1) The reactants are [N+]([C:4]1[CH:9]=[CH:8][N+:7]([O-:10])=[CH:6][CH:5]=1)([O-])=O.[CH2:11]([O-:13])[CH3:12].[Na+]. The catalyst is C1COCC1. The product is [CH2:11]([O:13][C:4]1[CH:9]=[CH:8][N+:7]([O-:10])=[CH:6][CH:5]=1)[CH3:12]. The yield is 0.500. (2) The reactants are [C:1]([O:5][C:6](=[O:22])[N:7]([CH:9]1[CH2:21][CH2:20][C:12]2(OCC(C)(C)C[O:13]2)[CH2:11][CH2:10]1)[CH3:8])([CH3:4])([CH3:3])[CH3:2].CC1C=CC(S([O-])(=O)=O)=CC=1.C1C=C[NH+]=CC=1. The catalyst is CC(C)=O.O. The product is [C:1]([O:5][C:6](=[O:22])[N:7]([CH3:8])[CH:9]1[CH2:21][CH2:20][C:12](=[O:13])[CH2:11][CH2:10]1)([CH3:4])([CH3:3])[CH3:2]. The yield is 0.870. (3) The product is [Cl:8][C:5]1[CH:6]=[CH:7][C:2]([B:21]2[O:25][C:24]([CH3:27])([CH3:26])[C:23]([CH3:29])([CH3:28])[O:22]2)=[C:3]([F:11])[C:4]=1[O:9][CH3:10]. The reactants are Br[C:2]1[CH:7]=[CH:6][C:5]([Cl:8])=[C:4]([O:9][CH3:10])[C:3]=1[F:11].C([Mg]Br)(C)C.C(O[B:21]1[O:25][C:24]([CH3:27])([CH3:26])[C:23]([CH3:29])([CH3:28])[O:22]1)(C)C. The yield is 0.690. The catalyst is O1CCCC1. (4) The reactants are [Cl:1][C:2]1[CH:9]=[CH:8][C:5]([CH:6]=O)=[CH:4][CH:3]=1.[CH:10]1([CH2:13][NH2:14])[CH2:12][CH2:11]1.[Br:15][C:16]1[CH:25]=[C:24]2[C:19]([CH:20]=[CH:21][C:22]([OH:26])=[CH:23]2)=[CH:18][CH:17]=1. The catalyst is C(Cl)Cl. The product is [Br:15][C:16]1[CH:25]=[C:24]2[C:19]([CH:20]=[CH:21][C:22]([OH:26])=[C:23]2[CH:6]([C:5]2[CH:8]=[CH:9][C:2]([Cl:1])=[CH:3][CH:4]=2)[NH:14][CH2:13][CH:10]2[CH2:12][CH2:11]2)=[CH:18][CH:17]=1. The yield is 0.380.